From a dataset of Full USPTO retrosynthesis dataset with 1.9M reactions from patents (1976-2016). Predict the reactants needed to synthesize the given product. (1) Given the product [CH3:1][O:2][C:3]([C:5]1[C:10]([SH:13])=[N:9][CH:8]=[CH:7][N:6]=1)=[O:4], predict the reactants needed to synthesize it. The reactants are: [CH3:1][O:2][C:3]([C:5]1[C:10](Cl)=[N:9][CH:8]=[CH:7][N:6]=1)=[O:4].O.[SH-:13].[Na+]. (2) Given the product [OH:21][C:19]([C:18]([F:23])([F:22])[F:17])=[O:20].[NH:7]1[CH2:8][CH2:9][C:4](=[CH:3][C:1]#[N:2])[CH2:5][CH2:6]1, predict the reactants needed to synthesize it. The reactants are: [C:1]([CH:3]=[C:4]1[CH2:9][CH2:8][N:7](C(OC(C)(C)C)=O)[CH2:6][CH2:5]1)#[N:2].[F:17][C:18]([F:23])([F:22])[C:19]([OH:21])=[O:20]. (3) Given the product [CH:25]1([N:30]2[CH2:40][C:39]([CH3:42])([CH3:41])[C:38](=[O:43])[N:37]([CH3:44])[C:36]3[C:31]2=[N:32][C:33]([NH:45][C:46]2[CH:54]=[CH:53][C:49]([C:50]([NH:73][CH:74]4[CH2:79][CH2:78][N:77]([CH3:80])[CH2:76][CH2:75]4)=[O:52])=[CH:48][C:47]=2[O:55][CH3:56])=[N:34][CH:35]=3)[CH2:29][CH2:28][CH2:27][CH2:26]1, predict the reactants needed to synthesize it. The reactants are: CN(C(ON1N=NC2C=CC=NC1=2)=[N+](C)C)C.F[P-](F)(F)(F)(F)F.[CH:25]1([N:30]2[CH2:40][C:39]([CH3:42])([CH3:41])[C:38](=[O:43])[N:37]([CH3:44])[C:36]3[C:31]2=[N:32][C:33]([NH:45][C:46]2[CH:54]=[CH:53][C:49]([C:50]([OH:52])=O)=[CH:48][C:47]=2[O:55][CH3:56])=[N:34][CH:35]=3)[CH2:29][CH2:28][CH2:27][CH2:26]1.CCN(C(C)C)C(C)C.NC1C=CC(C([NH:73][CH:74]2[CH2:79][CH2:78][N:77]([CH3:80])[CH2:76][CH2:75]2)=O)=CC=1OC. (4) Given the product [CH:1]([N:4]1[CH2:9][CH2:8][N:7]([S:10]([C:13]2[CH:14]=[CH:15][C:16]([NH2:19])=[CH:17][CH:18]=2)(=[O:12])=[O:11])[CH2:6][CH2:5]1)([CH3:3])[CH3:2], predict the reactants needed to synthesize it. The reactants are: [CH:1]([N:4]1[CH2:9][CH2:8][N:7]([S:10]([C:13]2[CH:18]=[CH:17][C:16]([N+:19]([O-])=O)=[CH:15][CH:14]=2)(=[O:12])=[O:11])[CH2:6][CH2:5]1)([CH3:3])[CH3:2]. (5) Given the product [CH3:26][O:27][C:28]1[CH:58]=[CH:57][C:31]([CH2:32][N:33]2[CH2:34][C:4]3([CH2:8][CH2:7][CH2:6][N:5]3[C:9]([O:11][CH2:12][C:13]3[CH:18]=[CH:17][CH:16]=[CH:15][CH:14]=3)=[O:10])[C:2]2=[O:3])=[CH:30][CH:29]=1, predict the reactants needed to synthesize it. The reactants are: Cl[C:2]([C@@H:4]1[CH2:8][CH2:7][CH2:6][N:5]1[C:9]([O:11][CH2:12][C:13]1[CH:18]=[CH:17][CH:16]=[CH:15][CH:14]=1)=[O:10])=[O:3].CCN(CC)CC.[CH3:26][O:27][C:28]1[CH:58]=[CH:57][C:31]([CH2:32][N:33]2[CH2:34][N:33]([CH2:32][C:31]3[CH:57]=[CH:58][C:28]([O:27][CH3:26])=[CH:29][CH:30]=3)[CH2:34][N:33]([CH2:32][C:31]3[CH:57]=[CH:58][C:28]([O:27][CH3:26])=[CH:29][CH:30]=3)[CH2:34]2)=[CH:30][CH:29]=1.B(F)(F)F.CCOCC. (6) Given the product [CH3:14][C:11]1([N:15]2[CH2:16][C:17]3=[CH:18][NH:19][C:20]4[C:25]3=[C:24]([CH:23]=[CH:22][N:21]=4)[C:26]2=[O:27])[CH2:10][CH2:9][NH:8][CH2:13][CH2:12]1, predict the reactants needed to synthesize it. The reactants are: C(OC([N:8]1[CH2:13][CH2:12][C:11]([NH:15][CH2:16][C:17]2[C:25]3[C:24]([C:26](O)=[O:27])=[CH:23][CH:22]=[N:21][C:20]=3[NH:19][CH:18]=2)([CH3:14])[CH2:10][CH2:9]1)=O)(C)(C)C.C(O)(C(F)(F)F)=O.